From a dataset of Peptide-MHC class I binding affinity with 185,985 pairs from IEDB/IMGT. Regression. Given a peptide amino acid sequence and an MHC pseudo amino acid sequence, predict their binding affinity value. This is MHC class I binding data. (1) The peptide sequence is NLRETNLDSL. The MHC is HLA-A02:01 with pseudo-sequence HLA-A02:01. The binding affinity (normalized) is 0.208. (2) The peptide sequence is YSPMETTAEF. The MHC is Mamu-A01 with pseudo-sequence Mamu-A01. The binding affinity (normalized) is 0.324. (3) The binding affinity (normalized) is 0.0847. The peptide sequence is KKNHWFILK. The MHC is HLA-A25:01 with pseudo-sequence HLA-A25:01.